This data is from Reaction yield outcomes from USPTO patents with 853,638 reactions. The task is: Predict the reaction yield, written as a fraction of the theoretical maximum amount of product (1.0 means a 100% yield; for example, 0.34 means a 34% yield). (1) The reactants are C([O:8][C@H:9]1[C:19]2([CH2:21][CH2:20]2)[C@H:18]2[C@@H:11]([O:12][Si:13]([CH:31]([CH3:33])[CH3:32])([CH:28]([CH3:30])[CH3:29])[O:14][Si:15]([CH:25]([CH3:27])[CH3:26])([CH:22]([CH3:24])[CH3:23])[O:16][CH2:17]2)[C@@H:10]1[F:34])C1C=CC=CC=1.B(Cl)(Cl)Cl. The catalyst is C(Cl)Cl. The product is [F:34][C@H:10]1[C@@H:11]2[O:12][Si:13]([CH:28]([CH3:30])[CH3:29])([CH:31]([CH3:33])[CH3:32])[O:14][Si:15]([CH:25]([CH3:26])[CH3:27])([CH:22]([CH3:23])[CH3:24])[O:16][CH2:17][C@H:18]2[C:19]2([CH2:21][CH2:20]2)[C@@H:9]1[OH:8]. The yield is 0.780. (2) The reactants are [CH3:1][O:2][C:3](=[O:13])[C:4]#[C:5][C:6]1[CH:11]=[CH:10][CH:9]=[CH:8][C:7]=1[Cl:12].[C:14]([O:18][C:19]([N:21]1[C:30]2[C:25](=[CH:26][CH:27]=[C:28]([CH2:31][CH2:32][O:33][C:34]3[CH:35]=[C:36]4[C:40](=[CH:41][CH:42]=3)[NH:39][CH:38]=[CH:37]4)[N:29]=2)[CH2:24][CH2:23][CH2:22]1)=[O:20])([CH3:17])([CH3:16])[CH3:15]. No catalyst specified. The product is [C:14]([O:18][C:19]([N:21]1[C:30]2[C:25](=[CH:26][CH:27]=[C:28]([CH2:31][CH2:32][O:33][C:34]3[CH:35]=[C:36]4[C:40](=[CH:41][CH:42]=3)[N:39]([C:5]([C:6]3[CH:11]=[CH:10][CH:9]=[CH:8][C:7]=3[Cl:12])=[CH:4][C:3]([O:2][CH3:1])=[O:13])[CH:38]=[CH:37]4)[N:29]=2)[CH2:24][CH2:23][CH2:22]1)=[O:20])([CH3:17])([CH3:15])[CH3:16]. The yield is 0.430. (3) The reactants are Br[C:2]1[CH:3]=[C:4]2[C:8](=[C:9]([C:11]([NH2:13])=[O:12])[CH:10]=1)[NH:7][CH:6]=[CH:5]2.[C:14]([C:17]1[CH:22]=[CH:21][C:20](B(O)O)=[CH:19][CH:18]=1)([OH:16])=[O:15].P([O-])([O-])([O-])=O.[K+].[K+].[K+].CO. The catalyst is O1CCOCC1.O. The product is [NH2:13][C:11]([C:9]1[CH:10]=[C:2]([C:20]2[CH:21]=[CH:22][C:17]([C:14]([OH:16])=[O:15])=[CH:18][CH:19]=2)[CH:3]=[C:4]2[C:8]=1[NH:7][CH:6]=[CH:5]2)=[O:12]. The yield is 0.470. (4) The reactants are [C:1]([O:5][C:6]([N:8]1[CH2:12][CH2:11][CH2:10][C@@H:9]1[CH2:13][O:14][C:15]1[CH:20]=[CH:19][C:18]([CH2:21][C:22]2[CH:27]=[CH:26][C:25](I)=[CH:24][CH:23]=2)=[CH:17][CH:16]=1)=[O:7])([CH3:4])([CH3:3])[CH3:2].[N:29]1[CH:34]=[CH:33][C:32](B(O)O)=[CH:31][CH:30]=1.C1(P(C2C=CC=CC=2)C2C=CC=CC=2)C=CC=CC=1.C(=O)([O-])[O-].[K+].[K+]. The catalyst is COCCOC.C([O-])(=O)C.[Pd+2].C([O-])(=O)C.O.C(O)C. The product is [C:1]([O:5][C:6]([N:8]1[CH2:12][CH2:11][CH2:10][C@@H:9]1[CH2:13][O:14][C:15]1[CH:20]=[CH:19][C:18]([CH2:21][C:22]2[CH:27]=[CH:26][C:25]([C:32]3[CH:33]=[CH:34][N:29]=[CH:30][CH:31]=3)=[CH:24][CH:23]=2)=[CH:17][CH:16]=1)=[O:7])([CH3:4])([CH3:3])[CH3:2]. The yield is 0.600. (5) The yield is 0.900. The reactants are [C:1]([C:3]1[CH:31]=[CH:30][C:6]([CH2:7][CH:8](/[CH:21]=[CH:22]/[C:23]2[CH:28]=[CH:27][CH:26]=[CH:25][C:24]=2[OH:29])[CH2:9][CH2:10][C:11]2[CH:20]=[CH:19][C:14]([C:15]([O:17][CH3:18])=[O:16])=[CH:13][CH:12]=2)=[CH:5][CH:4]=1)#[N:2].Cl[CH2:33][C:34]1[CH:39]=[CH:38][C:37]([C:40]2[CH:45]=[CH:44][C:43]([C:46]([F:49])([F:48])[F:47])=[CH:42][CH:41]=2)=[CH:36][CH:35]=1.C(=O)([O-])[O-].[K+].[K+]. The catalyst is C(#N)C. The product is [C:1]([C:3]1[CH:4]=[CH:5][C:6]([CH2:7][CH:8](/[CH:21]=[CH:22]/[C:23]2[CH:28]=[CH:27][CH:26]=[CH:25][C:24]=2[O:29][CH2:33][C:34]2[CH:35]=[CH:36][C:37]([C:40]3[CH:45]=[CH:44][C:43]([C:46]([F:47])([F:48])[F:49])=[CH:42][CH:41]=3)=[CH:38][CH:39]=2)[CH2:9][CH2:10][C:11]2[CH:20]=[CH:19][C:14]([C:15]([O:17][CH3:18])=[O:16])=[CH:13][CH:12]=2)=[CH:30][CH:31]=1)#[N:2]. (6) The product is [CH3:19][C:5]1[C:6]([C:8]2[CH:13]=[CH:12][CH:11]=[C:10]([O:14][C:15]([F:18])([F:17])[F:16])[CH:9]=2)=[N:7][C:2]([NH:32][C:31]2[CH:30]=[CH:29][C:28]([CH2:27][N:24]3[CH2:23][CH2:22][N:21]([CH3:20])[CH2:26][CH2:25]3)=[CH:34][CH:33]=2)=[N:3][CH:4]=1. The catalyst is C(Cl)Cl.CO. The reactants are Cl[C:2]1[N:7]=[C:6]([C:8]2[CH:13]=[CH:12][CH:11]=[C:10]([O:14][C:15]([F:18])([F:17])[F:16])[CH:9]=2)[C:5]([CH3:19])=[CH:4][N:3]=1.[CH3:20][N:21]1[CH2:26][CH2:25][N:24]([CH2:27][C:28]2[CH:34]=[CH:33][C:31]([NH2:32])=[CH:30][CH:29]=2)[CH2:23][CH2:22]1. The yield is 0.790. (7) The reactants are [F:1][C:2]1[S:6][C:5]([NH2:7])=[N:4][CH:3]=1.[CH3:8][O:9][C:10]1[CH:17]=[CH:16][C:13]([CH:14]=O)=[CH:12][CH:11]=1.[BH-](OC(C)=O)(OC(C)=O)OC(C)=O.[Na+]. The catalyst is ClCCl. The product is [F:1][C:2]1[S:6][C:5]([NH:7][CH2:14][C:13]2[CH:16]=[CH:17][C:10]([O:9][CH3:8])=[CH:11][CH:12]=2)=[N:4][CH:3]=1. The yield is 0.450. (8) The reactants are [NH2:1][C:2]1[CH:11]=[C:10]([O:12][CH2:13][CH3:14])[C:9]([O:15][CH3:16])=[CH:8][C:3]=1[C:4](OC)=[O:5].Cl.[CH:18](N)=[NH:19]. The catalyst is C(N)=O. The product is [CH2:13]([O:12][C:10]1[CH:11]=[C:2]2[C:3]([C:4](=[O:5])[NH:19][CH:18]=[N:1]2)=[CH:8][C:9]=1[O:15][CH3:16])[CH3:14]. The yield is 0.700.